From a dataset of Reaction yield outcomes from USPTO patents with 853,638 reactions. Predict the reaction yield, written as a fraction of the theoretical maximum amount of product (1.0 means a 100% yield; for example, 0.34 means a 34% yield). (1) The reactants are [Cl:1][C:2]1[CH:10]=[CH:9][CH:8]=[C:7]([F:11])[C:3]=1[C:4](Cl)=[O:5].[CH3:12][N:13]([CH3:27])[CH:14]1[CH2:19][CH2:18][C:17]([C:20]2[N:25]=[C:24]([NH2:26])[CH:23]=[CH:22][CH:21]=2)=[CH:16][CH2:15]1. No catalyst specified. The product is [ClH:1].[ClH:1].[Cl:1][C:2]1[CH:10]=[CH:9][CH:8]=[C:7]([F:11])[C:3]=1[C:4]([NH:26][C:24]1[CH:23]=[CH:22][CH:21]=[C:20]([C:17]2[CH2:18][CH2:19][CH:14]([N:13]([CH3:27])[CH3:12])[CH2:15][CH:16]=2)[N:25]=1)=[O:5]. The yield is 0.450. (2) The reactants are Cl[CH2:2][C:3]([O:5][CH2:6][CH3:7])=[O:4].[CH2:8]([NH:15][CH2:16][C:17]1[CH:22]=[CH:21][CH:20]=[CH:19][CH:18]=1)[C:9]1[CH:14]=[CH:13][CH:12]=[CH:11][CH:10]=1. The catalyst is CCO. The product is [CH2:16]([N:15]([CH2:8][C:9]1[CH:14]=[CH:13][CH:12]=[CH:11][CH:10]=1)[CH2:2][C:3]([O:5][CH2:6][CH3:7])=[O:4])[C:17]1[CH:22]=[CH:21][CH:20]=[CH:19][CH:18]=1. The yield is 0.800. (3) The reactants are [Cl:1][C:2]1[S:3][C:4]([C:10]([O:12][CH2:13][CH3:14])=[O:11])=[C:5]([C:7](O)=[O:8])[N:6]=1.C(Cl)(=O)C(Cl)=O.[N:21]1[C:26](C)=CC=C[C:22]=1C.CNC. The catalyst is ClCCl.CN(C)C=O. The product is [Cl:1][C:2]1[S:3][C:4]([C:10]([O:12][CH2:13][CH3:14])=[O:11])=[C:5]([C:7](=[O:8])[N:21]([CH3:26])[CH3:22])[N:6]=1. The yield is 0.727. (4) The reactants are C([Li])CCC.[CH3:6][Si:7]([CH3:18])([CH3:17])[CH2:8][CH2:9][O:10][CH2:11][N:12]1[CH:16]=[CH:15][N:14]=[N:13]1.[CH3:19][Si:20]([CH3:27])([CH3:26])[C:21]#[C:22][C:23](=[O:25])[CH3:24]. The catalyst is C1COCC1. The product is [CH3:19][Si:20]([CH3:27])([CH3:26])[C:21]#[C:22][C:23]([C:15]1[N:14]=[N:13][N:12]([CH2:11][O:10][CH2:9][CH2:8][Si:7]([CH3:18])([CH3:17])[CH3:6])[CH:16]=1)([OH:25])[CH3:24]. The yield is 0.220. (5) The reactants are [N:1]1[CH:6]=[CH:5][CH:4]=[CH:3][C:2]=1[CH2:7][C:8]([CH3:10])=O.[C-:11]#[N:12].[Na+].[Cl-].[NH4+:15]. The catalyst is N.CO.ClCCl. The product is [NH2:15][C:8]([CH3:10])([CH2:7][C:2]1[CH:3]=[CH:4][CH:5]=[CH:6][N:1]=1)[C:11]#[N:12]. The yield is 0.450. (6) The product is [CH2:1]([N:8]1[C:13](=[O:14])[C:12]2[C:24]([OH:26])=[C:18]([CH3:17])[C:19](=[O:21])[N:15]([CH3:16])[C:11]=2[N:10]=[CH:9]1)[C:2]1[CH:3]=[CH:4][CH:5]=[CH:6][CH:7]=1. The yield is 0.760. The catalyst is C(OCC)C. The reactants are [CH2:1]([N:8]1[C:13](=[O:14])[CH:12]=[C:11]([NH:15][CH3:16])[N:10]=[CH:9]1)[C:2]1[CH:7]=[CH:6][CH:5]=[CH:4][CH:3]=1.[CH3:17][CH:18]([C:24]([O:26]CC)=O)[C:19]([O:21]CC)=O.C1(OC2C=CC=CC=2)C=CC=CC=1.